Dataset: Forward reaction prediction with 1.9M reactions from USPTO patents (1976-2016). Task: Predict the product of the given reaction. Given the reactants [N+:1]([C:4]1[CH:5]=[C:6]([NH:10][C:11]2[N:18]=[CH:17][CH:16]=[CH:15][C:12]=2[CH:13]=O)[CH:7]=[CH:8][CH:9]=1)([O-:3])=[O:2].[N:19]1[CH:24]=[CH:23][CH:22]=[C:21]([CH2:25][CH2:26][CH2:27][C:28](OC)=[O:29])[CH:20]=1.[Li+].CC([N-]C(C)C)C, predict the reaction product. The product is: [N+:1]([C:4]1[CH:5]=[C:6]([N:10]2[C:11]3[C:12](=[CH:15][CH:16]=[CH:17][N:18]=3)[CH:13]=[C:27]([CH2:26][CH2:25][C:21]3[CH:20]=[N:19][CH:24]=[CH:23][CH:22]=3)[C:28]2=[O:29])[CH:7]=[CH:8][CH:9]=1)([O-:3])=[O:2].